From a dataset of Forward reaction prediction with 1.9M reactions from USPTO patents (1976-2016). Predict the product of the given reaction. (1) Given the reactants I[C:2]1[C:3]([CH3:11])=[N:4][N:5]2[CH:10]=[CH:9][CH:8]=[CH:7][C:6]=12.C([Mg]Cl)(C)C.[Li+].[Cl-].[Cl:19][C:20]1[C:25]([F:26])=[C:24]([Cl:27])[N:23]=[C:22](S(C)(=O)=O)[N:21]=1, predict the reaction product. The product is: [Cl:19][C:20]1[C:25]([F:26])=[C:24]([Cl:27])[N:23]=[C:22]([C:2]2[C:3]([CH3:11])=[N:4][N:5]3[CH:10]=[CH:9][CH:8]=[CH:7][C:6]=23)[N:21]=1. (2) Given the reactants C[O:2][C:3](=[O:13])[C:4]1[CH:9]=[C:8]([CH3:10])[N:7]=[C:6]([CH2:11][OH:12])[CH:5]=1.[ClH:14], predict the reaction product. The product is: [ClH:14].[OH:12][CH2:11][C:6]1[CH:5]=[C:4]([CH:9]=[C:8]([CH3:10])[N:7]=1)[C:3]([OH:13])=[O:2]. (3) Given the reactants C(OC1C=C(C=CC=1)CN(C1C=CC(C#N)=CC=1)N1C=NN=C1)C1C=CC=CC=1.[H-].[Na+].[C:32]([C:34]1[CH:39]=[CH:38][C:37]([NH:40][N:41]2[CH:45]=[N:44][N:43]=[CH:42]2)=[CH:36][CH:35]=1)#[N:33].[C:46]([O:54][C:55]1[CH:56]=[C:57]([CH:60]=[CH:61][C:62]=1[F:63])[CH2:58]Br)(=[O:53])[C:47]1[CH:52]=[CH:51][CH:50]=[CH:49][CH:48]=1, predict the reaction product. The product is: [C:46]([O:54][C:55]1[CH:56]=[C:57]([CH:60]=[CH:61][C:62]=1[F:63])[CH2:58][N:40]([C:37]1[CH:36]=[CH:35][C:34]([C:32]#[N:33])=[CH:39][CH:38]=1)[N:41]1[CH:42]=[N:43][N:44]=[CH:45]1)(=[O:53])[C:47]1[CH:52]=[CH:51][CH:50]=[CH:49][CH:48]=1. (4) Given the reactants [Mg].C(Br)C.II.[CH:7]([N:10]([CH2:14][CH2:15][C@@H:16]([C:23]1[CH:28]=[C:27](Br)[CH:26]=[CH:25][C:24]=1[O:30][CH2:31][C:32]1[CH:37]=[CH:36][CH:35]=[CH:34][CH:33]=1)[C:17]1[CH:22]=[CH:21][CH:20]=[CH:19][CH:18]=1)[CH:11]([CH3:13])[CH3:12])([CH3:9])[CH3:8].[C:38](=[O:40])=[O:39].[Cl-:41].[NH4+], predict the reaction product. The product is: [ClH:41].[CH2:31]([O:30][C:24]1[CH:25]=[CH:26][C:27]([C:38]([OH:40])=[O:39])=[CH:28][C:23]=1[C@@H:16]([C:17]1[CH:22]=[CH:21][CH:20]=[CH:19][CH:18]=1)[CH2:15][CH2:14][N:10]([CH:11]([CH3:13])[CH3:12])[CH:7]([CH3:9])[CH3:8])[C:32]1[CH:37]=[CH:36][CH:35]=[CH:34][CH:33]=1. (5) Given the reactants C([O:3][C:4]([C:6]1[C:7](=[O:23])[O:8][C:9]2[C:14]([CH:15]=1)=[CH:13][CH:12]=[C:11]([O:16][CH2:17][CH2:18][F:19])[C:10]=2[CH2:20][CH2:21][CH3:22])=[O:5])C.[Li+].[OH-], predict the reaction product. The product is: [F:19][CH2:18][CH2:17][O:16][C:11]1[C:10]([CH2:20][CH2:21][CH3:22])=[C:9]2[C:14]([CH:15]=[C:6]([C:4]([OH:5])=[O:3])[C:7](=[O:23])[O:8]2)=[CH:13][CH:12]=1. (6) The product is: [CH2:1]([O:8][CH:9]1[CH2:14][CH2:13][CH2:12][CH:11]([O:15][C:16]2[C:21]([F:22])=[CH:20][C:19]([C:32]3[CH:33]=[CH:34][C:29]([S:26]([CH3:25])(=[O:28])=[O:27])=[CH:30][CH:31]=3)=[CH:18][C:17]=2[F:24])[CH2:10]1)[C:2]1[CH:7]=[CH:6][CH:5]=[CH:4][CH:3]=1. Given the reactants [CH2:1]([O:8][CH:9]1[CH2:14][CH2:13][CH2:12][CH:11]([O:15][C:16]2[C:21]([F:22])=[CH:20][C:19](Br)=[CH:18][C:17]=2[F:24])[CH2:10]1)[C:2]1[CH:7]=[CH:6][CH:5]=[CH:4][CH:3]=1.[CH3:25][S:26]([C:29]1[CH:34]=[CH:33][C:32](B(O)O)=[CH:31][CH:30]=1)(=[O:28])=[O:27].C(=O)([O-])[O-].[Cs+].[Cs+].C(COC)OC, predict the reaction product. (7) The product is: [ClH:1].[CH3:14][N:15]([CH3:16])[CH2:3][CH2:4][C:5]([C:6]1[CH:11]=[CH:10][CH:9]=[CH:8][CH:7]=1)=[O:12]. Given the reactants [ClH:1].O1[C:11]2[C:6](=[CH:7][CH:8]=[CH:9][CH:10]=2)[C:5](=[O:12])[CH2:4][CH2:3]1.Cl.[CH3:14][NH:15][CH3:16].C=O, predict the reaction product. (8) Given the reactants Br[CH2:2][C:3]([O:5][CH3:6])=[O:4].[Cl:7][C:8]1[CH:13]=[CH:12][C:11]([S:14]([O-:16])=[O:15])=[CH:10][CH:9]=1.[Na+], predict the reaction product. The product is: [CH3:6][O:5][C:3](=[O:4])[CH2:2][S:14]([C:11]1[CH:12]=[CH:13][C:8]([Cl:7])=[CH:9][CH:10]=1)(=[O:16])=[O:15]. (9) Given the reactants O.[NH2:2][NH2:3].Cl[C:5]1[N:10]=[CH:9][N:8]=[C:7]([N:11]2[CH2:17][CH2:16][CH2:15][O:14][CH2:13][CH2:12]2)[CH:6]=1, predict the reaction product. The product is: [NH:2]([C:5]1[N:10]=[CH:9][N:8]=[C:7]([N:11]2[CH2:17][CH2:16][CH2:15][O:14][CH2:13][CH2:12]2)[CH:6]=1)[NH2:3].